Predict the reactants needed to synthesize the given product. From a dataset of Full USPTO retrosynthesis dataset with 1.9M reactions from patents (1976-2016). (1) Given the product [Cl:29][C:30]1[CH:38]=[CH:37][C:33]([C:34]([NH:26][C:23]2[C:22]([CH3:27])=[C:21]([CH3:28])[C:12]3[O:13][C:14]4([CH2:19][CH2:18][N:17]([CH3:20])[CH2:16][CH2:15]4)[CH:10]([C:7]4[CH:6]=[CH:5][C:4]([CH:1]([CH3:3])[CH3:2])=[CH:9][CH:8]=4)[C:11]=3[C:24]=2[CH3:25])=[O:35])=[CH:32][CH:31]=1, predict the reactants needed to synthesize it. The reactants are: [CH:1]([C:4]1[CH:9]=[CH:8][C:7]([CH:10]2[C:14]3([CH2:19][CH2:18][N:17]([CH3:20])[CH2:16][CH2:15]3)[O:13][C:12]3[C:21]([CH3:28])=[C:22]([CH3:27])[C:23]([NH2:26])=[C:24]([CH3:25])[C:11]2=3)=[CH:6][CH:5]=1)([CH3:3])[CH3:2].[Cl:29][C:30]1[CH:38]=[CH:37][C:33]([C:34](Cl)=[O:35])=[CH:32][CH:31]=1. (2) Given the product [Br:21][C:18]1[CH:19]=[CH:20][N:16]([NH:15][C:13](=[O:14])[C@@H:12]([NH:11][C:9](=[O:10])[O:8][CH2:1][C:2]2[CH:3]=[CH:4][CH:5]=[CH:6][CH:7]=2)[CH3:26])[C:17]=1[C:22](=[O:24])[NH:34][C:30]1[CH:31]=[N:32][CH:33]=[C:28]([F:27])[CH:29]=1, predict the reactants needed to synthesize it. The reactants are: [CH2:1]([O:8][C:9]([NH:11][C@@H:12]([CH3:26])[C:13]([NH:15][N:16]1[CH:20]=[CH:19][C:18]([Br:21])=[C:17]1[C:22]([O:24]C)=O)=[O:14])=[O:10])[C:2]1[CH:7]=[CH:6][CH:5]=[CH:4][CH:3]=1.[F:27][C:28]1[CH:29]=[C:30]([NH2:34])[CH:31]=[N:32][CH:33]=1.